The task is: Regression. Given a peptide amino acid sequence and an MHC pseudo amino acid sequence, predict their binding affinity value. This is MHC class I binding data.. This data is from Peptide-MHC class I binding affinity with 185,985 pairs from IEDB/IMGT. (1) The peptide sequence is VTSLLTGAL. The MHC is H-2-Kb with pseudo-sequence H-2-Kb. The binding affinity (normalized) is 0.394. (2) The peptide sequence is YERGNIIIF. The MHC is HLA-A02:03 with pseudo-sequence HLA-A02:03. The binding affinity (normalized) is 0.0847.